From a dataset of Catalyst prediction with 721,799 reactions and 888 catalyst types from USPTO. Predict which catalyst facilitates the given reaction. (1) Reactant: [NH2:1][C:2]1[N:3]([CH3:20])[C:4](=[O:19])[C@:5]2([N:18]=1)[C:14]1[C:9](=[CH:10][CH:11]=[C:12](Br)[CH:13]=1)[CH2:8][C:7]([CH3:17])([CH3:16])[CH2:6]2.[N:21]1[CH:26]=[C:25](B(O)O)[CH:24]=[N:23][CH:22]=1.C([O-])([O-])=O.[Na+].[Na+]. Product: [NH2:1][C:2]1[N:3]([CH3:20])[C:4](=[O:19])[C@:5]2([N:18]=1)[C:14]1[C:9](=[CH:10][CH:11]=[C:12]([C:25]3[CH:26]=[N:21][CH:22]=[N:23][CH:24]=3)[CH:13]=1)[CH2:8][C:7]([CH3:17])([CH3:16])[CH2:6]2. The catalyst class is: 203. (2) Reactant: [CH2:1]([O:8][C:9]1[CH:13]=[C:12]([C:14]([O:16]CC2C=CC=CC=2)=[O:15])[N:11]([C:24]2[CH:29]=[CH:28][CH:27]=[CH:26][CH:25]=2)[N:10]=1)[C:2]1[CH:7]=[CH:6][CH:5]=[CH:4][CH:3]=1.[OH-].[Na+].O1CCCC1.Cl. Product: [CH2:1]([O:8][C:9]1[CH:13]=[C:12]([C:14]([OH:16])=[O:15])[N:11]([C:24]2[CH:29]=[CH:28][CH:27]=[CH:26][CH:25]=2)[N:10]=1)[C:2]1[CH:3]=[CH:4][CH:5]=[CH:6][CH:7]=1. The catalyst class is: 8. (3) Reactant: [Cl:1][C:2]1[CH:3]=[CH:4][C:5]([O:18][CH2:19][C:20]2[CH:25]=[CH:24][CH:23]=[CH:22][CH:21]=2)=[C:6]([CH2:8][N:9]2[C:13]([CH3:14])=[CH:12][C:11]([C:15](O)=[O:16])=[N:10]2)[CH:7]=1.[CH:26]([NH2:29])([CH3:28])[CH3:27].ON1C2C=CC=CC=2N=N1.CN(C)CCCN=C=NCC. Product: [Cl:1][C:2]1[CH:3]=[CH:4][C:5]([O:18][CH2:19][C:20]2[CH:25]=[CH:24][CH:23]=[CH:22][CH:21]=2)=[C:6]([CH2:8][N:9]2[C:13]([CH3:14])=[CH:12][C:11]([C:15]([NH:29][CH:26]([CH3:28])[CH3:27])=[O:16])=[N:10]2)[CH:7]=1. The catalyst class is: 363. (4) Reactant: [C:1]([O:5][C:6]([N:8]1[CH2:13][CH2:12][CH:11]([CH2:14][CH2:15][CH2:16][C:17]([OH:19])=O)[CH2:10][CH2:9]1)=[O:7])([CH3:4])([CH3:3])[CH3:2].[C:20]([NH:23][NH2:24])(=[O:22])[CH3:21].CCN(C(C)C)C(C)C.C(P1(=O)OP(CCC)(=O)OP(CCC)(=O)O1)CC. Product: [C:20]([NH:23][NH:24][C:17](=[O:19])[CH2:16][CH2:15][CH2:14][CH:11]1[CH2:10][CH2:9][N:8]([C:6]([O:5][C:1]([CH3:2])([CH3:3])[CH3:4])=[O:7])[CH2:13][CH2:12]1)(=[O:22])[CH3:21]. The catalyst class is: 25. (5) Reactant: [Cl:1][C:2]1[CH:7]=[CH:6][C:5]([S:8]([C:11](=[C:14]([NH:17][C:18]2[CH:23]=[C:22]([Cl:24])[CH:21]=[C:20]([Cl:25])[CH:19]=2)SC)[C:12]#[N:13])(=[O:10])=[O:9])=[CH:4][CH:3]=1.[CH:26]1([NH2:30])[CH2:29][CH2:28][CH2:27]1. Product: [Cl:1][C:2]1[CH:7]=[CH:6][C:5]([S:8]([C:11](=[C:14]([NH:30][CH:26]2[CH2:29][CH2:28][CH2:27]2)[NH:17][C:18]2[CH:23]=[C:22]([Cl:24])[CH:21]=[C:20]([Cl:25])[CH:19]=2)[C:12]#[N:13])(=[O:10])=[O:9])=[CH:4][CH:3]=1. The catalyst class is: 10. (6) Reactant: [F:1][C:2]1[C:3]([C:15]([C:17]2[CH:22]=[CH:21][C:20]([F:23])=[CH:19][CH:18]=2)=O)=[N:4][CH:5]=[CH:6][C:7]=1[C:8]1[C:9]([OH:14])=[N:10][CH:11]=[N:12][CH:13]=1.Cl.[NH2:25][OH:26]. Product: [F:1][C:2]1[C:3](/[C:15](/[C:17]2[CH:22]=[CH:21][C:20]([F:23])=[CH:19][CH:18]=2)=[N:25]\[OH:26])=[N:4][CH:5]=[CH:6][C:7]=1[C:8]1[C:9]([OH:14])=[N:10][CH:11]=[N:12][CH:13]=1. The catalyst class is: 17. (7) Reactant: [Br:1][C:2]1[CH:3]=[C:4]([CH:6]=[CH:7][CH:8]=1)[NH2:5].Cl.[C:10](OCC)(=[O:12])C. Product: [Br:1][C:2]1[CH:3]=[C:4]([N:5]=[C:10]=[O:12])[CH:6]=[CH:7][CH:8]=1. The catalyst class is: 27.